This data is from Forward reaction prediction with 1.9M reactions from USPTO patents (1976-2016). The task is: Predict the product of the given reaction. (1) Given the reactants [OH:1][CH:2]1[CH:19]([CH2:20][CH2:21][CH:22]([O:28]C2CCCCO2)[CH2:23][CH2:24][CH2:25][CH2:26][CH3:27])[CH:5]2[CH2:6][C:7]3[C:12]([CH2:13][CH:4]2[CH2:3]1)=[C:11]([O:14][CH2:15][C:16]([OH:18])=O)[CH:10]=[CH:9][CH:8]=3.[F:35][C:36]([F:40])([F:39])[CH2:37][NH2:38].CCN(C(C)C)C(C)C.CN(C(ON1N=NC2C=CC=NC1=2)=[N+](C)C)C.F[P-](F)(F)(F)(F)F, predict the reaction product. The product is: [OH:1][CH:2]1[CH:19]([CH2:20][CH2:21][CH:22]([OH:28])[CH2:23][CH2:24][CH2:25][CH2:26][CH3:27])[CH:5]2[CH2:6][C:7]3[C:12]([CH2:13][CH:4]2[CH2:3]1)=[C:11]([O:14][CH2:15][C:16]([NH:38][CH2:37][C:36]([F:40])([F:39])[F:35])=[O:18])[CH:10]=[CH:9][CH:8]=3. (2) Given the reactants [Cl:1][C:2]1[CH:3]=[C:4]([C@@:8]([C@@H:16]2[CH2:21][CH2:20][CH2:19][N:18]([C:22]([O:24][C:25]([CH3:28])([CH3:27])[CH3:26])=[O:23])[CH2:17]2)([O:12][CH2:13][CH2:14][OH:15])[CH2:9][CH2:10][CH3:11])[CH:5]=[CH:6][CH:7]=1.CCN(CC)CC.[CH3:36][S:37](Cl)(=[O:39])=[O:38].O, predict the reaction product. The product is: [Cl:1][C:2]1[CH:3]=[C:4]([C@@:8]([C@@H:16]2[CH2:21][CH2:20][CH2:19][N:18]([C:22]([O:24][C:25]([CH3:27])([CH3:26])[CH3:28])=[O:23])[CH2:17]2)([O:12][CH2:13][CH2:14][O:15][S:37]([CH3:36])(=[O:39])=[O:38])[CH2:9][CH2:10][CH3:11])[CH:5]=[CH:6][CH:7]=1. (3) Given the reactants [F:1][C:2]([F:11])([F:10])[C:3]1[CH:9]=[CH:8][C:6]([NH2:7])=[CH:5][CH:4]=1.CO.[I:14]Cl, predict the reaction product. The product is: [I:14][C:8]1[CH:9]=[C:3]([C:2]([F:10])([F:11])[F:1])[CH:4]=[CH:5][C:6]=1[NH2:7]. (4) Given the reactants Br[C:2]1[N:7]=[CH:6][C:5]([C:8]([N:10]2[CH2:15][CH2:14][CH:13]([C:16](=[O:24])[C:17]3[CH:22]=[CH:21][C:20]([Cl:23])=[CH:19][CH:18]=3)[CH2:12][CH2:11]2)=[O:9])=[CH:4][CH:3]=1.[CH2:25]([C@@H:27]1[CH2:31][O:30][C:29](=[O:32])[NH:28]1)[CH3:26], predict the reaction product. The product is: [Cl:23][C:20]1[CH:21]=[CH:22][C:17]([C:16]([CH:13]2[CH2:14][CH2:15][N:10]([C:8]([C:5]3[CH:4]=[CH:3][C:2]([N:28]4[C@H:27]([CH2:25][CH3:26])[CH2:31][O:30][C:29]4=[O:32])=[N:7][CH:6]=3)=[O:9])[CH2:11][CH2:12]2)=[O:24])=[CH:18][CH:19]=1.